This data is from Full USPTO retrosynthesis dataset with 1.9M reactions from patents (1976-2016). The task is: Predict the reactants needed to synthesize the given product. (1) Given the product [C:1]12([C:11]3[CH:16]=[CH:15][C:14]([CH:17]=[O:18])=[CH:13][C:12]=3[O:19][CH:20]([CH3:22])[CH3:21])[CH2:8][CH:7]3[CH2:9][CH:3]([CH2:4][CH:5]([CH2:6]3)[CH2:10]1)[CH2:2]2, predict the reactants needed to synthesize it. The reactants are: [C:1]12([C:11]3[CH:16]=[CH:15][C:14]([CH2:17][OH:18])=[CH:13][C:12]=3[O:19][CH:20]([CH3:22])[CH3:21])[CH2:10][CH:5]3[CH2:6][CH:7]([CH2:9][CH:3]([CH2:4]3)[CH2:2]1)[CH2:8]2. (2) Given the product [F:1][C:2]1[C:7]([F:8])=[C:6]([C:9]#[C:10][C:11]2[CH:17]=[CH:16][C:14]([NH:15][C:20](=[O:22])[CH3:21])=[CH:13][CH:12]=2)[C:5]([F:18])=[C:4]([F:19])[N:3]=1, predict the reactants needed to synthesize it. The reactants are: [F:1][C:2]1[C:7]([F:8])=[C:6]([C:9]#[C:10][C:11]2[CH:17]=[CH:16][C:14]([NH2:15])=[CH:13][CH:12]=2)[C:5]([F:18])=[C:4]([F:19])[N:3]=1.[C:20](OC(=O)C)(=[O:22])[CH3:21].CCN(CC)CC. (3) Given the product [F:18][C:19]1[CH:25]=[CH:24][C:22]([N:23]=[CH:1][C:3]2[CH:17]=[CH:16][C:6]([O:7][CH2:8][C:9]([O:11][C:12]([CH3:15])([CH3:14])[CH3:13])=[O:10])=[CH:5][CH:4]=2)=[CH:21][CH:20]=1, predict the reactants needed to synthesize it. The reactants are: [CH:1]([C:3]1[CH:17]=[CH:16][C:6]([O:7][CH2:8][C:9]([O:11][C:12]([CH3:15])([CH3:14])[CH3:13])=[O:10])=[CH:5][CH:4]=1)=O.[F:18][C:19]1[CH:25]=[CH:24][C:22]([NH2:23])=[CH:21][CH:20]=1.